From a dataset of NCI-60 drug combinations with 297,098 pairs across 59 cell lines. Regression. Given two drug SMILES strings and cell line genomic features, predict the synergy score measuring deviation from expected non-interaction effect. (1) Drug 1: CC1=CC=C(C=C1)C2=CC(=NN2C3=CC=C(C=C3)S(=O)(=O)N)C(F)(F)F. Drug 2: CC=C1C(=O)NC(C(=O)OC2CC(=O)NC(C(=O)NC(CSSCCC=C2)C(=O)N1)C(C)C)C(C)C. Cell line: MCF7. Synergy scores: CSS=5.22, Synergy_ZIP=0.734, Synergy_Bliss=1.49, Synergy_Loewe=-50.0, Synergy_HSA=-1.29. (2) Drug 1: C1=C(C(=O)NC(=O)N1)N(CCCl)CCCl. Drug 2: C1=CC(=CC=C1CC(C(=O)O)N)N(CCCl)CCCl.Cl. Cell line: MDA-MB-435. Synergy scores: CSS=-1.47, Synergy_ZIP=1.28, Synergy_Bliss=2.48, Synergy_Loewe=-4.07, Synergy_HSA=-3.30. (3) Drug 1: CC12CCC(CC1=CCC3C2CCC4(C3CC=C4C5=CN=CC=C5)C)O. Drug 2: C1CCC(C(C1)N)N.C(=O)(C(=O)[O-])[O-].[Pt+4]. Cell line: U251. Synergy scores: CSS=10.6, Synergy_ZIP=-4.82, Synergy_Bliss=-2.98, Synergy_Loewe=-0.719, Synergy_HSA=-0.680. (4) Drug 1: CC1OCC2C(O1)C(C(C(O2)OC3C4COC(=O)C4C(C5=CC6=C(C=C35)OCO6)C7=CC(=C(C(=C7)OC)O)OC)O)O. Drug 2: CC1=CC=C(C=C1)C2=CC(=NN2C3=CC=C(C=C3)S(=O)(=O)N)C(F)(F)F. Cell line: SNB-19. Synergy scores: CSS=34.8, Synergy_ZIP=1.07, Synergy_Bliss=-0.211, Synergy_Loewe=-9.96, Synergy_HSA=0.464. (5) Drug 1: CC1=C2C(C(=O)C3(C(CC4C(C3C(C(C2(C)C)(CC1OC(=O)C(C(C5=CC=CC=C5)NC(=O)OC(C)(C)C)O)O)OC(=O)C6=CC=CC=C6)(CO4)OC(=O)C)OC)C)OC. Drug 2: CC1=C2C(C(=O)C3(C(CC4C(C3C(C(C2(C)C)(CC1OC(=O)C(C(C5=CC=CC=C5)NC(=O)OC(C)(C)C)O)O)OC(=O)C6=CC=CC=C6)(CO4)OC(=O)C)O)C)O. Cell line: CAKI-1. Synergy scores: CSS=56.3, Synergy_ZIP=0.0513, Synergy_Bliss=-0.949, Synergy_Loewe=2.92, Synergy_HSA=5.47. (6) Drug 1: C1=C(C(=O)NC(=O)N1)N(CCCl)CCCl. Drug 2: C1CCC(C(C1)N)N.C(=O)(C(=O)[O-])[O-].[Pt+4]. Cell line: NCI-H460. Synergy scores: CSS=23.7, Synergy_ZIP=-3.18, Synergy_Bliss=-5.01, Synergy_Loewe=-8.23, Synergy_HSA=-4.49. (7) Drug 1: CS(=O)(=O)C1=CC(=C(C=C1)C(=O)NC2=CC(=C(C=C2)Cl)C3=CC=CC=N3)Cl. Drug 2: C1=CC=C(C(=C1)C(C2=CC=C(C=C2)Cl)C(Cl)Cl)Cl. Cell line: SR. Synergy scores: CSS=12.3, Synergy_ZIP=1.47, Synergy_Bliss=2.47, Synergy_Loewe=-4.79, Synergy_HSA=2.87. (8) Drug 1: CC1=C(C=C(C=C1)NC2=NC=CC(=N2)N(C)C3=CC4=NN(C(=C4C=C3)C)C)S(=O)(=O)N.Cl. Drug 2: C(CN)CNCCSP(=O)(O)O. Cell line: RPMI-8226. Synergy scores: CSS=56.5, Synergy_ZIP=40.7, Synergy_Bliss=39.7, Synergy_Loewe=32.1, Synergy_HSA=32.4. (9) Drug 1: CC1CCCC2(C(O2)CC(NC(=O)CC(C(C(=O)C(C1O)C)(C)C)O)C(=CC3=CSC(=N3)C)C)C. Drug 2: N.N.Cl[Pt+2]Cl. Synergy scores: CSS=72.4, Synergy_ZIP=-10.7, Synergy_Bliss=-11.7, Synergy_Loewe=-8.10, Synergy_HSA=-4.79. Cell line: HCT-15. (10) Drug 1: C1CCN(CC1)CCOC2=CC=C(C=C2)C(=O)C3=C(SC4=C3C=CC(=C4)O)C5=CC=C(C=C5)O. Drug 2: C(CN)CNCCSP(=O)(O)O. Cell line: SNB-75. Synergy scores: CSS=1.98, Synergy_ZIP=-0.221, Synergy_Bliss=0.179, Synergy_Loewe=-2.03, Synergy_HSA=-1.42.